Predict which catalyst facilitates the given reaction. From a dataset of Catalyst prediction with 721,799 reactions and 888 catalyst types from USPTO. (1) Reactant: [S:1]1[CH:5]=[CH:4][C:3]2=[CH:6][C:7]3[S:8][CH:9]=[CH:10][C:11]=3[CH:12]=[C:2]12.[CH2:13]([Li])[CH2:14][CH2:15][CH3:16].[CH2:18]([Sn:22](Cl)([CH2:27][CH2:28][CH2:29][CH3:30])[CH2:23][CH2:24][CH2:25][CH3:26])[CH2:19][CH2:20][CH3:21].CC[CH2:34][CH2:35][CH2:36][CH3:37]. Product: [CH2:13]([Sn:22]([CH2:34][CH2:35][CH2:36][CH3:37])([CH2:18][CH2:19][CH2:20][CH3:21])[C:5]1[S:1][C:2]2=[CH:12][C:11]3[CH:10]=[C:9]([Sn:22]([CH2:27][CH2:28][CH2:29][CH3:30])([CH2:23][CH2:24][CH2:25][CH3:26])[CH2:18][CH2:19][CH2:20][CH3:21])[S:8][C:7]=3[CH:6]=[C:3]2[CH:4]=1)[CH2:14][CH2:15][CH3:16]. The catalyst class is: 1. (2) Reactant: Cl.[CH3:2][O:3][NH:4][CH3:5].CCN(CC)CC.[Cl:13][C:14]1[CH:15]=[C:16]([CH:20]=[CH:21][CH:22]=1)[C:17](Cl)=[O:18].CCOC(C)=O. Product: [Cl:13][C:14]1[CH:15]=[C:16]([CH:20]=[CH:21][CH:22]=1)[C:17]([N:4]([O:3][CH3:2])[CH3:5])=[O:18]. The catalyst class is: 2. (3) Reactant: [C:1]([C:3]1[CH:8]=[CH:7][C:6]([C:9]2[N:10]=[C:11]([NH:14][C:15]([CH3:23])([CH3:22])/[CH:16]=[CH:17]/[C:18](OC)=[O:19])[S:12][CH:13]=2)=[CH:5][CH:4]=1)#[N:2].C[O-].[Na+]. Product: [CH3:22][C:15]1([CH3:23])[CH:16]=[CH:17][C:18](=[O:19])[N:14]1[C:11]1[S:12][CH:13]=[C:9]([C:6]2[CH:7]=[CH:8][C:3]([C:1]#[N:2])=[CH:4][CH:5]=2)[N:10]=1. The catalyst class is: 7. (4) Reactant: [F:1][C:2]1[C:3]([CH:9]=[O:10])=[N:4][CH:5]=[CH:6][C:7]=1[CH3:8].[BH4-].[Na+]. Product: [F:1][C:2]1[C:3]([CH2:9][OH:10])=[N:4][CH:5]=[CH:6][C:7]=1[CH3:8]. The catalyst class is: 5. (5) Reactant: Br[CH2:2][C:3]([C:5]1[C:6](=[O:15])[NH:7][C:8]2[C:13]([CH:14]=1)=[CH:12][CH:11]=[CH:10][CH:9]=2)=O.[NH2:16][C:17](=[S:30])[C:18]([CH3:29])([CH3:28])[S:19]([C:22]1[CH:27]=[CH:26][CH:25]=[CH:24][CH:23]=1)(=[O:21])=[O:20]. Product: [CH3:29][C:18]([C:17]1[S:30][CH:2]=[C:3]([C:5]2[C:6](=[O:15])[NH:7][C:8]3[C:13]([CH:14]=2)=[CH:12][CH:11]=[CH:10][CH:9]=3)[N:16]=1)([S:19]([C:22]1[CH:23]=[CH:24][CH:25]=[CH:26][CH:27]=1)(=[O:21])=[O:20])[CH3:28]. The catalyst class is: 5.